From a dataset of Experimentally validated miRNA-target interactions with 360,000+ pairs, plus equal number of negative samples. Binary Classification. Given a miRNA mature sequence and a target amino acid sequence, predict their likelihood of interaction. (1) The miRNA is hsa-miR-326 with sequence CCUCUGGGCCCUUCCUCCAG. The protein sequence of the target gene is MDSGCWLFGGEFEDSVFEERPERRSGPPASYCAKLCEPQWFYEETESSDDVEVLTLKKFKGDLAYRRQEYQKALQEYSSISEKLSSTNFAMKRDVQEGQARCLAHLGRHMEALEIAANLENKATNTDHLTTVLYLQLAICSSLQNLEKTIFCLQKLISLHPFNPWNWGKLAEAYLNLGPALSAALASSQKQHSFTSSDKTIKSFFPHSGKDCLLCFPETLPESSLFSVEANSSNSQKNEKALTNIQNCMAEKRETVLIETQLKACASFIRTRLLLQFTQPQQTSFALERNLRTQQEIEDK.... Result: 0 (no interaction). (2) The miRNA is hsa-miR-7846-3p with sequence CAGCGGAGCCUGGAGAGAAGG. The protein sequence of the target gene is MELPLSQATLRHTLLLLPALLSSGQGELAPQIDGQTWAERALRENEHHAFTCRVAGGSATPRLAWYLDGQLQEATTSRLLSVGGDAFSGGTSTFTVTAQRSQHELNCSLQDPGSGRPANASVILNVQFKPEIAQVGAKYQEAQGPGLLVVLFALVRANPPANVTWIDQDGPVTVNASDFLVLDAQNYPWLTNHTVQLQLRSLAHNLSVVATNDVGVTSASLPAPGLLATRIEVPLLGIVVAGGLALGTLVGFSTLVACLVCRKEKKTKGPSRRPSLISSDSNNLKLNNVRLPRENMSLPS.... Result: 0 (no interaction). (3) The protein sequence of the target gene is MMVQRLGLISPPASQVSTACNQISPSLQRAMNAANLNIPPSDTRSLISRESLASTTLSLTESQSASSMKQEWSQGYRALPSLSNHGSQNGLDLGDLLSLPPGTSMSSNSVSNSLPSYLFGTESSHSPYPSPRHSSTRSHSARSKKRALSLSPLSDGIGIDFNTIIRTSPTSLVAYINGSRASPANLSPQPEVYGHFLGVRGSCIPQPRPVPGSQKGVLVAPGGLALPAYGEDGALEHERMQQLEHGGLQPGLVNHMVVQHGLPGPDSQSAGLFKTERLEEFPGSTVDLPPAPPLPPLPPP.... The miRNA is hsa-miR-3679-3p with sequence CUUCCCCCCAGUAAUCUUCAUC. Result: 1 (interaction). (4) The miRNA is mmu-miR-467a-5p with sequence UAAGUGCCUGCAUGUAUAUGCG. The protein sequence of the target gene is MFRNQYDNDVTVWSPQGRIHQIEYAMEAVKQGSATVGLKSKTHAVLVALKRAQSELAAHQKKILHVDNHIGISIAGLTADARLLCNFMRQECLDSRFVFDRPLPVSRLVSLIGSKTQIPTQRYGRRPYGVGLLIAGYDDMGPHIFQTCPSANYFDCRAMSIGARSQSARTYLERHMSEFMECNLNELVKHGLRALRETLPAEQDLTTKNVSIGIVGKDLEFTIYDDDDVSPFLEGLEERPQRKAQPAQPADEPAEKADEPMEH. Result: 0 (no interaction). (5) The miRNA is mmu-miR-582-3p with sequence UAACCUGUUGAACAACUGAAC. The protein sequence of the target gene is MTLGSCCCEIMSSESSPAALSEADADIDVVGGGSGGGELPARSGPRAPRDVLPHGHEPPAEEAEADLAEDEEESGGCSDGEPRALASRGAAAAAGSPGPGAAAARGAAGPGPGPPSGGAATRSPLVKPPYSYIALITMAILQSPKKRLTLSEICEFISGRFPYYREKFPAWQNSIRHNLSLNDCFVKIPREPGNPGKGNYWTLDPESADMFDNGSFLRRRKRFKRQPLPPPHPHPHPHPELLLRGGAAAAGDPGAFLPGFAAYGAYGYGYGLALPAYGAPPPGPAPHPHPHPHAFAFAAA.... Result: 0 (no interaction). (6) The miRNA is hsa-miR-324-3p with sequence CCCACUGCCCCAGGUGCUGCUGG. The protein sequence of the target gene is MASAADDSALGGQEERESFTIYHEGRELQLHWRGLPPLQRFPASRICSNAGGELLLLTTDHALYSAKLQANREHMDLQLLRTDVVDMDFCSGSQELFVVLTNGSVQRQATGSGRDVGHPHAWQTLGFDPLELHAEGVRIRRVCCSAQGVVFVGASGETYVMGSCGEVFKAEQQPRHMRLYEEGKELLDLAAGNEHFVMLVAPYNLADDALQLSVASAKEEPEDERASVKSISSGHSERSVAANTRHLLHQGYALLHTQLFTFGASNNGLLGSGDHIRRANVMRLQKLDSMGVCSIAAGLE.... Result: 0 (no interaction). (7) The miRNA is hsa-miR-4440 with sequence UGUCGUGGGGCUUGCUGGCUUG. The protein sequence of the target gene is MASNSTKSFLADAGYGEQELDANSALMELDKGLRSGKLGEQCEAVVRFPRLFQKYPFPILINSAFLKLADVFRVGNNFLRLCVLKVTQQSEKHLEKILNVDEFVKRVFSVIHSNDPVARAITLRMLGSLASIIPERKNAHHSIRQSLDSHDNVEVEAAVFAAANFSAQSKDFAVGICNKISEMIQGLATPVDLKLKLIPILQHMHHDALLASSARQLLQQLVTSYPSTKMVIVSLHTFTLLAASSLVDTPKQIQLLLQYLKNDPRKAVKRLAVQDLKLLASKTPHTWSKENIQALCECAL.... Result: 0 (no interaction). (8) The miRNA is hsa-miR-26a-5p with sequence UUCAAGUAAUCCAGGAUAGGCU. The protein sequence of the target gene is MFQFHAGSWESWCCCCLIPADRPWDRGQHWQLEMADTRSVHETRFEAAVKVIQSLPKNGSFQPTNEMMLKFYSFYKQATEGPCKLSRPGFWDPIGRYKWDAWSSLGDMTKEEAMIAYVEEMKKIIETMPMTEKVEELLRVIGPFYEIVEDKKSGRSSDITSVRLEKISKCLEDLGNVLTSTPNAKTVNGKAESSDSGAESEEEEAQEEVKGAEQSDNDKKMMKKSADHKNLEVIVTNGYDKDGFVQDIQNDIHASSSLNGRSTEEVKPIDENLGQTGKSAVCIHQDINDDHVEDVTGIQH.... Result: 1 (interaction). (9) The miRNA is hsa-miR-4310 with sequence GCAGCAUUCAUGUCCC. The protein sequence of the target gene is MDSRVSELFGGCCRPGGGPAMGGNLKARGAGGSSSCGGPKGKKKNGRNRGGKANNPPYLPPEAEDGNIEYKLKLVNPSQYRFEHLVTQMKWRLQEGRGEAVYQIGVEDNGLLVGLAEEEMRASLKTLHRMAEKVGADITVLREREVDYDSDVPRKITEVLVRKVPDNQQFLDLRVAVLGNVDSGKSTLLGVLTQGELDNGRGRARLNLFRHLHEIQSGRTSSISFEILGFNSKGEVVNYSDSRTAEEICESSSKMITFIDLAGHHKYLHTTIFGLTSYCPDCALLLVSANTGIAGTTREH.... Result: 0 (no interaction). (10) The miRNA is hsa-miR-561-3p with sequence CAAAGUUUAAGAUCCUUGAAGU. Result: 1 (interaction). The protein sequence of the target gene is MRLIGMPKEKYDPPDPRRIYTIMSAEEVANGKKSHWAELEISGRVRSLSTSLWSLTHLTALHLNDNYLSRIPPDIAKLHNLVYLDLSSNKLRSLPAELGNMVSLRELLLNNNLLRVLPYELGRLFQLQTLGLKGNPLSQDILNLYQDPDGTRKLLNFMLDNLAVHPEQLPPRPWITLKERDQILPSASFTVMCYNVLCDKYATRQLYGYCPSWALNWEYRKKGIMEEIVNCDADIISLQEVETEQYFTLFLPALKERGYDGFFSPKSRAKIMSEQERKHVDGCAIFFKTEKFTLVQKHTV....